From a dataset of Experimentally validated miRNA-target interactions with 360,000+ pairs, plus equal number of negative samples. Binary Classification. Given a miRNA mature sequence and a target amino acid sequence, predict their likelihood of interaction. The miRNA is mmu-miR-1956 with sequence AGUCCAGGGCUGAGUCAGCGGA. The protein sequence of the target gene is MIAELVSSALGLALYLNTLSADFCYDDSRAIKTNQDLLPETPWTHIFYNDFWGTLLTHSGSHKSYRPLCTLSFRLNHAIGGLNPWSYHLVNVLLHAAVTGLFTRFSKALLGDGYWTFMAGLMFASHPIHTEAVAGIVGRADVGASLFFLLSLLCYIKHCSTRGYSARTWGWFLGTGLCAGCSMLWKEQGVTVLAVSAVYDVFVFHRLKMKQILPTIYKRKNLSLFLSISLLTFWGTCLLGARLYWMGNKPPSFSNSDNPAADSDSLLARTLTFLYLPTKNLWLLLCPDTLSFDWSMDAVP.... Result: 0 (no interaction).